From a dataset of NCI-60 drug combinations with 297,098 pairs across 59 cell lines. Regression. Given two drug SMILES strings and cell line genomic features, predict the synergy score measuring deviation from expected non-interaction effect. (1) Drug 1: C1=CC(=CC=C1CCCC(=O)O)N(CCCl)CCCl. Drug 2: C1C(C(OC1N2C=C(C(=O)NC2=O)F)CO)O. Cell line: HS 578T. Synergy scores: CSS=21.4, Synergy_ZIP=-4.81, Synergy_Bliss=-6.14, Synergy_Loewe=-2.15, Synergy_HSA=-0.333. (2) Drug 1: CN(C)N=NC1=C(NC=N1)C(=O)N. Drug 2: CC1CCC2CC(C(=CC=CC=CC(CC(C(=O)C(C(C(=CC(C(=O)CC(OC(=O)C3CCCCN3C(=O)C(=O)C1(O2)O)C(C)CC4CCC(C(C4)OC)OCCO)C)C)O)OC)C)C)C)OC. Cell line: UACC-257. Synergy scores: CSS=-7.52, Synergy_ZIP=5.74, Synergy_Bliss=-1.34, Synergy_Loewe=-6.79, Synergy_HSA=-7.85.